Dataset: Full USPTO retrosynthesis dataset with 1.9M reactions from patents (1976-2016). Task: Predict the reactants needed to synthesize the given product. (1) Given the product [CH2:34]([O:36][C:37]1[CH:42]=[CH:41][C:40]([C:43]([F:46])([F:45])[F:44])=[CH:39][C:38]=1[C:47]1[CH:51]=[C:50]([C:52]2[CH:61]=[CH:60][C:59]3[C:54](=[CH:55][CH:56]=[C:57]([O:62][CH3:63])[CH:58]=3)[CH:53]=2)[N:49]([C@H:64]([C:66]2[CH:67]=[CH:68][C:69]([C:70]([NH:82][CH2:81][CH2:80][C:79]([O:78][CH2:76][CH3:77])=[O:83])=[O:71])=[CH:73][CH:74]=2)[CH3:65])[N:48]=1)[CH3:35], predict the reactants needed to synthesize it. The reactants are: C1CN([P+](ON2N=NC3C=CC=CC2=3)(N2CCCC2)N2CCCC2)CC1.F[P-](F)(F)(F)(F)F.[CH2:34]([O:36][C:37]1[CH:42]=[CH:41][C:40]([C:43]([F:46])([F:45])[F:44])=[CH:39][C:38]=1[C:47]1[CH:51]=[C:50]([C:52]2[CH:61]=[CH:60][C:59]3[C:54](=[CH:55][CH:56]=[C:57]([O:62][CH3:63])[CH:58]=3)[CH:53]=2)[N:49]([C@H:64]([C:66]2[CH:74]=[CH:73][C:69]([C:70](O)=[O:71])=[CH:68][CH:67]=2)[CH3:65])[N:48]=1)[CH3:35].Cl.[CH2:76]([O:78][C:79](=[O:83])[CH2:80][CH2:81][NH2:82])[CH3:77].CCN(CC)CC. (2) Given the product [F:46][C:5]1[C:4]([C:9]2[N:14]=[CH:13][N:12]=[C:11]([NH:15][C:16]3[CH:17]=[C:18]([CH2:22][S:23]([NH2:26])(=[O:25])=[O:24])[CH:19]=[CH:20][CH:21]=3)[N:10]=2)=[C:3]([O:2][CH3:1])[CH:8]=[CH:7][CH:6]=1, predict the reactants needed to synthesize it. The reactants are: [CH3:1][O:2][C:3]1[CH:8]=[CH:7][CH:6]=[CH:5][C:4]=1[C:9]1[N:14]=[CH:13][N:12]=[C:11]([NH:15][C:16]2[CH:17]=[C:18]([CH2:22][S:23]([NH2:26])(=[O:25])=[O:24])[CH:19]=[CH:20][CH:21]=2)[N:10]=1.ClC1N=CN=C(NC2C=C(CS(N)(=O)=O)C=CC=2)N=1.[F:46]C1C(B(O)O)=C(OC)C=CC=1. (3) Given the product [CH:25]1([NH:24][C:17]2[N:16]=[C:15]([NH:13][C:3]3[CH:4]=[CH:5][C:6]([N:8]4[CH:12]=[N:11][CH:10]=[N:9]4)=[CH:7][C:2]=3[CH3:1])[N:23]=[C:22]3[C:18]=2[N:19]=[CH:20][NH:21]3)[CH2:26][CH2:27][CH2:28][CH2:29][CH2:30]1, predict the reactants needed to synthesize it. The reactants are: [CH3:1][C:2]1[CH:7]=[C:6]([N:8]2[CH:12]=[N:11][CH:10]=[N:9]2)[CH:5]=[CH:4][C:3]=1[NH2:13].Cl[C:15]1[N:23]=[C:22]2[C:18]([N:19]=[CH:20][NH:21]2)=[C:17]([NH:24][CH:25]2[CH2:30][CH2:29][CH2:28][CH2:27][CH2:26]2)[N:16]=1.